Dataset: Full USPTO retrosynthesis dataset with 1.9M reactions from patents (1976-2016). Task: Predict the reactants needed to synthesize the given product. (1) Given the product [CH3:12][CH:2]([CH2:3][NH:4][C:5]([O:6][C:7]([CH3:8])([CH3:10])[CH3:9])=[O:11])[CH2:1][OH:19], predict the reactants needed to synthesize it. The reactants are: [CH3:1][C:2](=[CH2:12])[CH2:3][NH:4][C:5](=[O:11])[O:6][C:7]([CH3:10])([CH3:9])[CH3:8].[OH-].[Na+].OO.C(OCC)(=[O:19])C. (2) Given the product [Cl:9][C:5]1[N:4]=[CH:3][N:2]([CH3:1])[C:6]=1[CH2:7][OH:8], predict the reactants needed to synthesize it. The reactants are: [CH3:1][N:2]1[C:6]([CH2:7][OH:8])=[CH:5][N:4]=[CH:3]1.[Cl:9]N1C(=O)CCC1=O. (3) Given the product [CH3:1][C@H:2]1[N:7]([C:8]2[C:9]3[CH2:37][N:36]([C:49]4[CH:50]=[C:51]([C:53]5([CH3:57])[CH2:56][O:55][CH2:54]5)[CH:52]=[CH:47][C:48]=4[CH3:58])[CH2:35][CH2:34][C:10]=3[N:11]=[C:12]([C:14]3[CH:22]=[CH:21][CH:20]=[C:19]4[C:15]=3[C:16]([CH3:33])=[CH:17][N:18]4[S:23]([C:26]3[CH:32]=[CH:31][C:29]([CH3:30])=[CH:28][CH:27]=3)(=[O:24])=[O:25])[N:13]=2)[CH2:6][CH2:5][N:4]([C:38](=[O:40])[CH3:39])[CH2:3]1, predict the reactants needed to synthesize it. The reactants are: [CH3:1][C@H:2]1[N:7]([C:8]2[C:9]3[CH2:37][NH:36][CH2:35][CH2:34][C:10]=3[N:11]=[C:12]([C:14]3[CH:22]=[CH:21][CH:20]=[C:19]4[C:15]=3[C:16]([CH3:33])=[CH:17][N:18]4[S:23]([C:26]3[CH:32]=[CH:31][C:29]([CH3:30])=[CH:28][CH:27]=3)(=[O:25])=[O:24])[N:13]=2)[CH2:6][CH2:5][N:4]([C:38](=[O:40])[CH3:39])[CH2:3]1.FC(F)(F)S(O[C:47]1[CH:52]=[C:51]([C:53]2([CH3:57])[CH2:56][O:55][CH2:54]2)[CH:50]=[CH:49][C:48]=1[CH3:58])(=O)=O.C(=O)([O-])[O-].[Cs+].[Cs+]. (4) Given the product [CH3:21][C@@H:22]([C:31]1[CH:36]=[CH:35][C:34]([C:2]2[CH:8]=[CH:7][C:5]([NH2:6])=[C:4]([N+:9]([O-:11])=[O:10])[CH:3]=2)=[CH:33][CH:32]=1)[CH2:23][C:24]([S:27]([NH2:30])(=[O:29])=[O:28])([CH3:26])[CH3:25], predict the reactants needed to synthesize it. The reactants are: Br[C:2]1[CH:8]=[CH:7][C:5]([NH2:6])=[C:4]([N+:9]([O-:11])=[O:10])[CH:3]=1.C([O-])([O-])=O.[Na+].[Na+].C(Cl)Cl.[CH3:21][C@@H:22]([C:31]1[CH:36]=[CH:35][C:34](B2OC(C)(C)C(C)(C)O2)=[CH:33][CH:32]=1)[CH2:23][C:24]([S:27]([NH2:30])(=[O:29])=[O:28])([CH3:26])[CH3:25]. (5) Given the product [F:30][CH2:29][CH2:28][O:27][N:26]=[C:19]1[C:20]2[C:21](=[N:22][CH:23]=[CH:24][CH:25]=2)[N:17]([CH2:16][C:14]2[N:13]([CH2:32][CH2:33][CH:34]([CH3:35])[CH3:36])[C:12]3[CH:37]=[CH:38][C:9]([CH2:8][NH2:7])=[CH:10][C:11]=3[N:15]=2)[C:18]1=[O:31], predict the reactants needed to synthesize it. The reactants are: C(OC(=O)[NH:7][CH2:8][C:9]1[CH:38]=[CH:37][C:12]2[N:13]([CH2:32][CH2:33][CH:34]([CH3:36])[CH3:35])[C:14]([CH2:16][N:17]3[C:21]4=[N:22][CH:23]=[CH:24][CH:25]=[C:20]4[C:19](=[N:26][O:27][CH2:28][CH2:29][F:30])[C:18]3=[O:31])=[N:15][C:11]=2[CH:10]=1)(C)(C)C.C1(OC)C=CC=CC=1.Cl. (6) Given the product [CH3:9][O:8][C:4]1[N:3]=[C:2]([C:16]2[CH:17]=[C:12]([CH:13]=[CH:14][CH:15]=2)[CH:10]=[O:11])[CH:7]=[N:6][CH:5]=1, predict the reactants needed to synthesize it. The reactants are: Cl[C:2]1[CH:7]=[N:6][CH:5]=[C:4]([O:8][CH3:9])[N:3]=1.[CH:10]([C:12]1[CH:13]=[C:14](B(O)O)[CH:15]=[CH:16][CH:17]=1)=[O:11]. (7) Given the product [S:35]1[C:31]2[CH:30]=[C:29]([NH:28][C:21]3[N:20]=[CH:19][C:18]([C:14]4[O:15][C:16]([CH3:17])=[C:12]([NH:4][C:1](=[O:3])[CH3:2])[N:13]=4)=[C:23]([NH:24][CH:25]([CH3:27])[CH3:26])[CH:22]=3)[CH:37]=[CH:36][C:32]=2[N:33]=[CH:34]1, predict the reactants needed to synthesize it. The reactants are: [C:1]([N:4]([C:12]1[N:13]=[C:14]([C:18]2[CH:19]=[N:20][C:21]([NH:28][C:29]3[CH:37]=[CH:36][C:32]4[N:33]=[CH:34][S:35][C:31]=4[CH:30]=3)=[CH:22][C:23]=2[NH:24][CH:25]([CH3:27])[CH3:26])[O:15][C:16]=1[CH3:17])C(=O)OC(C)(C)C)(=[O:3])[CH3:2].C(O)(C(F)(F)F)=O.